Dataset: Forward reaction prediction with 1.9M reactions from USPTO patents (1976-2016). Task: Predict the product of the given reaction. Given the reactants [Cl:1][C:2]1[C:3]([CH2:8]O)=[N:4][CH:5]=[CH:6][CH:7]=1.CCN(CC)CC.CS(Cl)(=O)=O.C(OC(=O)[NH:28][CH2:29][CH2:30][CH2:31][CH2:32][NH:33][CH2:34][C:35]1[C:40]([Cl:41])=[CH:39][CH:38]=[CH:37][N:36]=1)(C)(C)C, predict the reaction product. The product is: [Cl:1][C:2]1[C:3]([CH2:8][N:33]([CH2:34][C:35]2[C:40]([Cl:41])=[CH:39][CH:38]=[CH:37][N:36]=2)[CH2:32][CH2:31][CH2:30][CH2:29][NH2:28])=[N:4][CH:5]=[CH:6][CH:7]=1.